From a dataset of Catalyst prediction with 721,799 reactions and 888 catalyst types from USPTO. Predict which catalyst facilitates the given reaction. Reactant: [F:1][C:2]1[C:7]([O:8][CH3:9])=[CH:6][C:5]([O:10][CH3:11])=[C:4]([F:12])[C:3]=1[N:13]1[CH2:18][C:17]2[CH:19]=[N:20][C:21]3[NH:25][CH:24]=[CH:23][C:22]=3[C:16]=2[N:15]([CH3:26])[C:14]1=[O:27].[H-].[Na+].[C:30]1([S:36](Cl)(=[O:38])=[O:37])[CH:35]=[CH:34][CH:33]=[CH:32][CH:31]=1. Product: [F:12][C:4]1[C:5]([O:10][CH3:11])=[CH:6][C:7]([O:8][CH3:9])=[C:2]([F:1])[C:3]=1[N:13]1[CH2:18][C:17]2[CH:19]=[N:20][C:21]3[N:25]([S:36]([C:30]4[CH:35]=[CH:34][CH:33]=[CH:32][CH:31]=4)(=[O:38])=[O:37])[CH:24]=[CH:23][C:22]=3[C:16]=2[N:15]([CH3:26])[C:14]1=[O:27]. The catalyst class is: 7.